Dataset: Forward reaction prediction with 1.9M reactions from USPTO patents (1976-2016). Task: Predict the product of the given reaction. (1) Given the reactants [CH2:1]([CH:8]1[CH2:14][N:13]([CH2:15][CH2:16][C:17]([NH:19][C:20]2[CH:25]=C[CH:23]=[CH:22][CH:21]=2)=[O:18])[C:12](=[O:26])[CH2:11][N:10]([S:27]([C:30]2[CH:35]=[CH:34][C:33]([Cl:36])=[CH:32][CH:31]=2)(=[O:29])=[O:28])[C:9]1=[O:37])[C:2]1[CH:7]=[CH:6][CH:5]=[CH:4][CH:3]=1.[NH2:38]C1C=CC=CC=1.NC1C=NC=CC=1, predict the reaction product. The product is: [CH2:1]([CH:8]1[CH2:14][N:13]([CH2:15][CH2:16][C:17]([NH:19][C:20]2[CH:25]=[N:38][CH:23]=[CH:22][CH:21]=2)=[O:18])[C:12](=[O:26])[CH2:11][N:10]([S:27]([C:30]2[CH:31]=[CH:32][C:33]([Cl:36])=[CH:34][CH:35]=2)(=[O:28])=[O:29])[C:9]1=[O:37])[C:2]1[CH:3]=[CH:4][CH:5]=[CH:6][CH:7]=1. (2) The product is: [Br:16][C:9]1[C:4]([CH:3]([O:2][CH3:1])[O:10][CH3:11])=[N:5][CH:6]=[N:7][CH:8]=1. Given the reactants [CH3:1][O:2][CH:3]([O:10][CH3:11])[C:4]1[CH:9]=[CH:8][N:7]=[CH:6][N:5]=1.CC(O)=O.[Br:16]Br, predict the reaction product. (3) Given the reactants C=O.[CH3:3][NH:4][C:5]([NH:7][N+:8]([O-:10])=[O:9])=[NH:6].C(N(CC)CC)C.[O:18]1[CH2:23]COC[CH2:19]1, predict the reaction product. The product is: [CH3:3][N:4]1[C:5](=[N:7][N+:8]([O-:10])=[O:9])[NH:6][CH2:23][O:18][CH2:19]1. (4) The product is: [I-:36].[CH2:39]([O:35][C:14]1[CH:15]=[C:16]([NH:19][C:20]2[S:21][C:22]3[CH2:28][CH2:27][CH2:26][CH:25]([C:29]4[CH:30]=[CH:31][CH:32]=[CH:33][CH:34]=4)[C:23]=3[N:24]=2)[CH:17]=[CH:18][C:13]=1[N:11]1[CH:12]=[C:8]([CH3:7])[N+:9]([CH2:37][CH3:38])=[CH:10]1)[CH3:40]. Given the reactants C(=O)([O-])[O-].[K+].[K+].[CH3:7][C:8]1[N:9]=[CH:10][N:11]([C:13]2[CH:18]=[CH:17][C:16]([NH:19][C:20]3[S:21][C:22]4[CH2:28][CH2:27][CH2:26][CH:25]([C:29]5[CH:34]=[CH:33][CH:32]=[CH:31][CH:30]=5)[C:23]=4[N:24]=3)=[CH:15][C:14]=2[OH:35])[CH:12]=1.[I:36][CH2:37][CH3:38].[C:39](#N)[CH3:40], predict the reaction product. (5) Given the reactants [H-].[Al+3].[Li+].[H-].[H-].[H-].[CH3:7][CH:8]([C:14](=[CH2:19])[CH2:15][CH:16]([CH3:18])[CH3:17])[C:9](OCC)=[O:10].O.[OH-].[Na+], predict the reaction product. The product is: [CH3:7][CH:8]([C:14](=[CH2:19])[CH2:15][CH:16]([CH3:18])[CH3:17])[CH2:9][OH:10]. (6) Given the reactants [CH2:1]([O:8][C:9]1[CH:14]=[CH:13][C:12]([CH:15]=[C:16](S(C2C=CC(C)=CC=2)(=O)=O)[C:17]#[N:18])=[CH:11][CH:10]=1)[C:2]1[CH:7]=[CH:6][CH:5]=[CH:4][CH:3]=1.C1CCN2C(=NCCC2)CC1.[N+:40]([CH2:42][C:43]([O:45][CH2:46][CH3:47])=[O:44])#[C-:41].O, predict the reaction product. The product is: [CH2:46]([O:45][C:43]([C:42]1[NH:40][CH:41]=[C:16]([C:17]#[N:18])[C:15]=1[C:12]1[CH:11]=[CH:10][C:9]([O:8][CH2:1][C:2]2[CH:3]=[CH:4][CH:5]=[CH:6][CH:7]=2)=[CH:14][CH:13]=1)=[O:44])[CH3:47]. (7) Given the reactants N[C:2]1[CH:7]=[CH:6][C:5]([C:8]2[C:16]3[C:11](=[N:12][CH:13]=[N:14][C:15]=3[NH2:17])[O:10][N:9]=2)=[CH:4][CH:3]=1.[N:18]1C=CC=CC=1.[CH3:24][C:25]1[CH:26]=[C:27]([N:31]=[C:32]=[O:33])[CH:28]=[CH:29][CH:30]=1, predict the reaction product. The product is: [NH2:17][C:15]1[N:14]=[CH:13][N:12]=[C:11]2[O:10][N:9]=[C:8]([C:5]3[CH:6]=[CH:7][C:2]([N:31]([C:27]4[CH:28]=[CH:29][CH:30]=[C:25]([CH3:24])[CH:26]=4)[C:32]([NH2:18])=[O:33])=[CH:3][CH:4]=3)[C:16]=12. (8) Given the reactants CCCC[N+](CCCC)(CCCC)CCCC.[F-].[Si]([O:36][C@H:37]1[CH2:42][CH2:41][C@@:40]([C@H:44]2[CH2:52][CH2:51][C@@:50]3([CH3:53])[C@@H:46]([CH2:47][CH2:48][C@:49]3([C:55]3[S:56][CH:57]=[CH:58][N:59]=3)[OH:54])[C@@H:45]2[CH2:60][OH:61])([CH3:43])[C@@H:39]([CH2:62][OH:63])[CH2:38]1)(C(C)(C)C)(C1C=CC=CC=1)C1C=CC=CC=1, predict the reaction product. The product is: [OH:36][C@H:37]1[CH2:42][CH2:41][C@@:40]([C@H:44]2[CH2:52][CH2:51][C@@:50]3([CH3:53])[C@@H:46]([CH2:47][CH2:48][C@:49]3([C:55]3[S:56][CH:57]=[CH:58][N:59]=3)[OH:54])[C@@H:45]2[CH2:60][OH:61])([CH3:43])[C@@H:39]([CH2:62][OH:63])[CH2:38]1. (9) Given the reactants [Cl-].O[NH3+:3].[C:4](=[O:7])([O-])[OH:5].[Na+].CS(C)=O.[O:13]1[C:17]2[CH:18]=[CH:19][C:20]([N:22]3[C:27](=[O:28])[C:26]([CH2:29][C:30]4[CH:35]=[CH:34][C:33]([C:36]5[C:37]([C:42]#[N:43])=[CH:38][CH:39]=[CH:40][CH:41]=5)=[CH:32][CH:31]=4)=[C:25]([CH2:44][CH2:45][CH2:46][CH3:47])[N:24]=[C:23]3[CH3:48])=[CH:21][C:16]=2[O:15][CH2:14]1, predict the reaction product. The product is: [O:13]1[C:17]2[CH:18]=[CH:19][C:20]([N:22]3[C:27](=[O:28])[C:26]([CH2:29][C:30]4[CH:35]=[CH:34][C:33]([C:36]5[CH:41]=[CH:40][CH:39]=[CH:38][C:37]=5[C:42]5[NH:3][C:4](=[O:7])[O:5][N:43]=5)=[CH:32][CH:31]=4)=[C:25]([CH2:44][CH2:45][CH2:46][CH3:47])[N:24]=[C:23]3[CH3:48])=[CH:21][C:16]=2[O:15][CH2:14]1. (10) Given the reactants [F:1][C:2]([F:7])([F:6])[C:3]([OH:5])=[O:4].[CH:8]1([N:11]2[C:15]3[C:16]([O:32][C@@H:33]([C@H:35]4[CH2:39][NH:38][C:37](=[O:40])[CH2:36]4)[CH3:34])=[N:17][C:18]([C:20]4[CH:25]=[CH:24][C:23]([N:26]5[CH2:31][CH2:30][NH:29][CH2:28][CH2:27]5)=[CH:22][CH:21]=4)=[CH:19][C:14]=3[N:13]=[CH:12]2)[CH2:10][CH2:9]1.C(N(CC)CC)C.FC(F)(F)S(OCC(F)F)(=O)=O, predict the reaction product. The product is: [CH:8]1([N:11]2[C:15]3[C:16]([O:32][C@@H:33]([C@H:35]4[CH2:39][NH:38][C:37](=[O:40])[CH2:36]4)[CH3:34])=[N:17][C:18]([C:20]4[CH:25]=[CH:24][C:23]([N:26]5[CH2:31][CH2:30][N:29]([CH2:3][CH:2]([F:7])[F:1])[CH2:28][CH2:27]5)=[CH:22][CH:21]=4)=[CH:19][C:14]=3[N:13]=[CH:12]2)[CH2:9][CH2:10]1.[F:1][C:2]([F:7])([F:6])[C:3]([OH:5])=[O:4].